This data is from Full USPTO retrosynthesis dataset with 1.9M reactions from patents (1976-2016). The task is: Predict the reactants needed to synthesize the given product. (1) Given the product [C:22]([C:19]1[CH:18]=[CH:17][C:16]([N:12]2[CH2:13][CH2:14][CH:10]([N:2]([CH3:1])[C:3](=[O:9])[O:4][C:5]([CH3:8])([CH3:6])[CH3:7])[CH2:11]2)=[N:21][CH:20]=1)#[N:23], predict the reactants needed to synthesize it. The reactants are: [CH3:1][N:2]([CH:10]1[CH2:14][CH2:13][NH:12][CH2:11]1)[C:3](=[O:9])[O:4][C:5]([CH3:8])([CH3:7])[CH3:6].Cl[C:16]1[N:21]=[CH:20][C:19]([C:22]#[N:23])=[CH:18][CH:17]=1. (2) The reactants are: [Cl:1][C:2]1[CH:3]=[C:4]([CH:9]2[O:15][CH2:14][CH2:13][N:12](C(OC(C)(C)C)=O)[CH2:11][CH:10]2[CH2:23][S:24]([CH3:27])(=[O:26])=[O:25])[CH:5]=[CH:6][C:7]=1[Cl:8].C(OCC)(=O)C.Cl. Given the product [ClH:1].[Cl:1][C:2]1[CH:3]=[C:4]([CH:9]2[O:15][CH2:14][CH2:13][NH:12][CH2:11][CH:10]2[CH2:23][S:24]([CH3:27])(=[O:26])=[O:25])[CH:5]=[CH:6][C:7]=1[Cl:8], predict the reactants needed to synthesize it. (3) Given the product [N:51]1([C:48]2[CH:49]=[CH:50][C:45]([CH2:44][NH:43][C:41]([N:38]3[CH2:37][CH2:36][CH:35]([NH:34][C:33]4[CH:32]=[CH:31][C:30]([CH2:29][CH2:28][NH:27][CH2:26][C@H:25]([OH:62])[CH2:24][O:23][C:22]5[CH:21]=[CH:20][C:19]([OH:18])=[CH:64][CH:63]=5)=[CH:61][CH:60]=4)[CH2:40][CH2:39]3)=[O:42])=[C:46]([C:56]([F:58])([F:57])[F:59])[CH:47]=2)[CH:55]=[CH:54][CH:53]=[N:52]1, predict the reactants needed to synthesize it. The reactants are: [Si]([O:18][C:19]1[CH:64]=[CH:63][C:22]([O:23][CH2:24][C@@H:25]([OH:62])[CH2:26][NH:27][CH2:28][CH2:29][C:30]2[CH:61]=[CH:60][C:33]([NH:34][CH:35]3[CH2:40][CH2:39][N:38]([C:41]([NH:43][CH2:44][C:45]4[CH:50]=[CH:49][C:48]([N:51]5[CH:55]=[CH:54][CH:53]=[N:52]5)=[CH:47][C:46]=4[C:56]([F:59])([F:58])[F:57])=[O:42])[CH2:37][CH2:36]3)=[CH:32][CH:31]=2)=[CH:21][CH:20]=1)(C(C)(C)C)(C1C=CC=CC=1)C1C=CC=CC=1.